This data is from Forward reaction prediction with 1.9M reactions from USPTO patents (1976-2016). The task is: Predict the product of the given reaction. Given the reactants [NH2:1][C:2]1[N:6]([C:7]2[CH:12]=[CH:11][CH:10]=[CH:9][CH:8]=2)[N:5]=[C:4]([C:13]([CH3:17])([CH3:16])[C:14]#[N:15])[CH:3]=1.C(=O)([O-])[O-].[K+].[K+].Cl[C:25]([O:27][C:28]1[CH:33]=[CH:32][CH:31]=[CH:30][CH:29]=1)=[O:26], predict the reaction product. The product is: [C:14]([C:13]([C:4]1[CH:3]=[C:2]([NH:1][C:25](=[O:26])[O:27][C:28]2[CH:33]=[CH:32][CH:31]=[CH:30][CH:29]=2)[N:6]([C:7]2[CH:12]=[CH:11][CH:10]=[CH:9][CH:8]=2)[N:5]=1)([CH3:17])[CH3:16])#[N:15].